Dataset: Full USPTO retrosynthesis dataset with 1.9M reactions from patents (1976-2016). Task: Predict the reactants needed to synthesize the given product. (1) Given the product [OH:1][CH2:2][CH:3]1[CH2:7][CH2:6][CH:5]([CH2:8][OH:9])[O:4]1, predict the reactants needed to synthesize it. The reactants are: [OH:1][CH2:2][C:3]1[O:4][C:5]([CH2:8][OH:9])=[CH:6][CH:7]=1.[H][H]. (2) Given the product [O:1]1[CH2:5][CH2:4][O:3][CH:2]1[C:6]1[S:7][C:8]([C:16]([OH:18])=[O:17])=[CH:9][N:10]=1, predict the reactants needed to synthesize it. The reactants are: [O:1]1[CH2:5][CH2:4][O:3][CH:2]1[C:6]1[S:7][CH:8]=[CH:9][N:10]=1.[Li]CCCC.[C:16](=[O:18])=[O:17].Cl. (3) Given the product [C:1]([O:5][C:6]([N:8]1[CH2:9][CH:10]2[NH:16][CH:14]([CH2:13][N:12]([CH2:22][C:21]3[CH:24]=[CH:25][C:18]([F:17])=[CH:19][CH:20]=3)[CH2:11]2)[CH2:15]1)=[O:7])([CH3:4])([CH3:2])[CH3:3], predict the reactants needed to synthesize it. The reactants are: [C:1]([O:5][C:6]([N:8]1[CH2:15][CH:14]2[NH:16][CH:10]([CH2:11][NH:12][CH2:13]2)[CH2:9]1)=[O:7])([CH3:4])([CH3:3])[CH3:2].[F:17][C:18]1[CH:25]=[CH:24][C:21]([CH2:22]Cl)=[CH:20][CH:19]=1.C([O-])(O)=O.[Na+]. (4) Given the product [Cl:1][C:2]1[CH:7]=[CH:6][C:5]([CH:8]2[C:15]3[C:14]([CH3:16])=[N:13][N:12]([C:17]4[C:18]([O:23][CH3:24])=[N:19][CH:20]=[CH:21][CH:22]=4)[C:11]=3[C:10](=[O:25])[N:9]2[C:27]2[CH:28]=[C:29]([CH3:37])[C:30]3[N:31]([C:33]([CH3:36])=[N:34][N:35]=3)[N:32]=2)=[CH:4][CH:3]=1, predict the reactants needed to synthesize it. The reactants are: [Cl:1][C:2]1[CH:7]=[CH:6][C:5]([CH:8]2[C:15]3[C:14]([CH3:16])=[N:13][N:12]([C:17]4[C:18]([O:23][CH3:24])=[N:19][CH:20]=[CH:21][CH:22]=4)[C:11]=3[C:10](=[O:25])[NH:9]2)=[CH:4][CH:3]=1.Cl[C:27]1[CH:28]=[C:29]([CH3:37])[C:30]2[N:31]([C:33]([CH3:36])=[N:34][N:35]=2)[N:32]=1. (5) Given the product [F:31][C:12]1[CH:13]=[C:14]([NH2:17])[CH:15]=[CH:16][C:11]=1[O:10][C:8]1[CH:9]=[CH:4][N:5]=[CH:6][CH:7]=1, predict the reactants needed to synthesize it. The reactants are: [H-].[K+].Cl[C:4]1[CH:9]=[C:8]([O:10][C:11]2[CH:16]=[CH:15][C:14]([NH:17]C(=O)CC(NC3C=CC(F)=CC=3)=O)=[CH:13][C:12]=2[F:31])[CH:7]=[CH:6][N:5]=1.ClC1C=CN=CC=1.